This data is from Catalyst prediction with 721,799 reactions and 888 catalyst types from USPTO. The task is: Predict which catalyst facilitates the given reaction. (1) Reactant: [Cl:1][C:2]1[CH:7]=[C:6]([F:8])[CH:5]=[CH:4][C:3]=1[C:9]1[N:13]([CH3:14])[N:12]=[C:11]([CH3:15])[C:10]=1[NH2:16].[F:17][C:18]1[CH:19]=[C:20]([CH:23]=[C:24]([F:27])[C:25]=1F)[C:21]#[N:22].C(=O)([O-])[O-].[Cs+].[Cs+]. Product: [Cl:1][C:2]1[CH:7]=[C:6]([F:8])[CH:5]=[CH:4][C:3]=1[C:9]1[N:13]([CH3:14])[N:12]=[C:11]([CH3:15])[C:10]=1[NH:16][C:25]1[C:18]([F:17])=[CH:19][C:20]([C:21]#[N:22])=[CH:23][C:24]=1[F:27]. The catalyst class is: 115. (2) Reactant: C1COCC1.C([O:9][C:10](=[O:24])[C:11]1[CH:16]=[C:15]([F:17])[C:14]([O:18][CH2:19][C:20]#[CH:21])=[C:13]([F:22])[C:12]=1[F:23])C#C.O.[OH-].[Li+].Cl. Product: [CH2:19]([O:18][C:14]1[C:15]([F:17])=[CH:16][C:11]([C:10]([OH:24])=[O:9])=[C:12]([F:23])[C:13]=1[F:22])[C:20]#[CH:21]. The catalyst class is: 6.